Dataset: Reaction yield outcomes from USPTO patents with 853,638 reactions. Task: Predict the reaction yield, written as a fraction of the theoretical maximum amount of product (1.0 means a 100% yield; for example, 0.34 means a 34% yield). (1) The reactants are [CH3:1][N:2]1[C:6]([C:7]([OH:9])=O)=[CH:5][N:4]=[CH:3]1.[Cl:10][C:11]1[CH:12]=[C:13]2[C:21](=[CH:22][CH:23]=1)[NH:20][C:19]1[CH:18]([NH2:24])[CH2:17][CH2:16][CH2:15][C:14]2=1.C(N=C=NCCCN(C)C)C.ON1C2C=CC=CC=2N=N1.C(N(CC)CC)C. The catalyst is ClCCl. The product is [Cl:10][C:11]1[CH:12]=[C:13]2[C:21](=[CH:22][CH:23]=1)[NH:20][C:19]1[CH:18]([NH:24][C:7]([C:6]3[N:2]([CH3:1])[CH:3]=[N:4][CH:5]=3)=[O:9])[CH2:17][CH2:16][CH2:15][C:14]2=1. The yield is 0.360. (2) The catalyst is CCOC(C)=O.Cl[Ru](=C1N(C2C(C)=CC(C)=CC=2C)CCN1C1C(C)=CC(C)=CC=1C)(Cl)(=CC1C=CC=CC=1)[P](C1CCCCC1)(C1CCCCC1)C1CCCCC1. The yield is 0.760. The reactants are [C:1]([O:5][C:6](=[O:33])[NH:7][C@H:8]([C:12]1[CH:17]=[C:16]([C:18]2[N:22]([CH:23]([F:25])[F:24])[N:21]=[CH:20][C:19]=2[NH:26][C:27](=[O:32])[C@H:28](C)[CH:29]=C)[CH:15]=[CH:14][N:13]=1)[CH2:9][CH:10]=[CH2:11])([CH3:4])([CH3:3])[CH3:2]. The product is [F:24][CH:23]([F:25])[N:22]1[N:21]=[CH:20][C:19]2[NH:26][C:27](=[O:32])[C@H:28]([CH3:29])[CH:11]=[CH:10][CH2:9][C@H:8]([NH:7][C:6](=[O:33])[O:5][C:1]([CH3:3])([CH3:2])[CH3:4])[C:12]3[CH:17]=[C:16]([CH:15]=[CH:14][N:13]=3)[C:18]1=2. (3) The reactants are [Cl:1][C:2]1[N:10]([CH2:11][CH:12]=[CH2:13])[C:9]2[C:8](=[O:14])[NH:7][C:6](=[O:15])[N:5]([CH2:16][O:17][CH2:18][CH2:19][O:20][CH3:21])[C:4]=2[N:3]=1.[C:22](=O)([O-])[O-].[Na+].[Na+].CI. The catalyst is CN(C=O)C. The product is [Cl:1][C:2]1[N:10]([CH2:11][CH:12]=[CH2:13])[C:9]2[C:8](=[O:14])[N:7]([CH3:22])[C:6](=[O:15])[N:5]([CH2:16][O:17][CH2:18][CH2:19][O:20][CH3:21])[C:4]=2[N:3]=1. The yield is 0.850. (4) The reactants are [CH3:1][C:2]1[S:6][C:5]([C:7]([OH:9])=[O:8])=[CH:4][C:3]=1[N+:10]([O-:12])=[O:11].S(=O)(=O)(O)O.[CH3:18]O. No catalyst specified. The product is [CH3:18][O:8][C:7]([C:5]1[S:6][C:2]([CH3:1])=[C:3]([N+:10]([O-:12])=[O:11])[CH:4]=1)=[O:9]. The yield is 0.930.